Dataset: Forward reaction prediction with 1.9M reactions from USPTO patents (1976-2016). Task: Predict the product of the given reaction. (1) Given the reactants [NH2:1][C:2]([NH2:4])=[NH:3].[CH2:5]([O:12][C:13]([NH:15][C@@H:16]([CH2:24][C:25]1[CH:30]=[CH:29][C:28]([O:31][CH2:32][CH2:33][CH2:34][C:35](OCC)=[O:36])=[CH:27][CH:26]=1)[C:17]([O:19][C:20]([CH3:23])([CH3:22])[CH3:21])=[O:18])=[O:14])[C:6]1[CH:11]=[CH:10][CH:9]=[CH:8][CH:7]=1, predict the reaction product. The product is: [CH2:5]([O:12][C:13]([NH:15][C@@H:16]([CH2:24][C:25]1[CH:30]=[CH:29][C:28]([O:31][CH2:32][CH2:33][CH2:34][C:35]([NH:3][C:2]([NH2:4])=[NH:1])=[O:36])=[CH:27][CH:26]=1)[C:17]([O:19][C:20]([CH3:22])([CH3:21])[CH3:23])=[O:18])=[O:14])[C:6]1[CH:7]=[CH:8][CH:9]=[CH:10][CH:11]=1. (2) Given the reactants [CH2:1]([O:3][C:4]([C:6]1[N:7]([C:16]2[CH:21]=[CH:20][C:19]([O:22][CH:23]([CH3:25])[CH3:24])=[CH:18][CH:17]=2)[C:8]2[C:13]([CH:14]=1)=[CH:12][C:11](Br)=[CH:10][CH:9]=2)=[O:5])[CH3:2].[O-]P([O-])([O-])=O.[K+].[K+].[K+].C1(C)C=CC=CC=1P(C1C=CC=CC=1C)C1C=CC=CC=1C.[CH:56]1([C:62]2[CH:67]=[CH:66][C:65](B(O)O)=[CH:64][CH:63]=2)[CH2:61][CH2:60][CH2:59][CH2:58][CH2:57]1.C([O-])(O)=O.[Na+], predict the reaction product. The product is: [CH2:1]([O:3][C:4]([C:6]1[N:7]([C:16]2[CH:21]=[CH:20][C:19]([O:22][CH:23]([CH3:25])[CH3:24])=[CH:18][CH:17]=2)[C:8]2[C:13]([CH:14]=1)=[CH:12][C:11]([C:59]1[CH:58]=[CH:57][C:56]([CH:62]3[CH2:67][CH2:66][CH2:65][CH2:64][CH2:63]3)=[CH:61][CH:60]=1)=[CH:10][CH:9]=2)=[O:5])[CH3:2].